This data is from Forward reaction prediction with 1.9M reactions from USPTO patents (1976-2016). The task is: Predict the product of the given reaction. (1) Given the reactants Br[CH2:2][CH2:3][C:4]1[CH:9]=[CH:8][CH:7]=[C:6]([O:10][CH3:11])[CH:5]=1.[C-:12]#[N:13].[Na+], predict the reaction product. The product is: [CH3:11][O:10][C:6]1[CH:5]=[C:4]([CH2:3][CH2:2][C:12]#[N:13])[CH:9]=[CH:8][CH:7]=1. (2) Given the reactants C(O[C:6](=[O:36])[NH:7][CH2:8][CH2:9][C@H:10]([N:12]1[CH2:17][CH2:16][CH:15]([N:18]([CH2:27][C:28]2[CH:33]=[CH:32][CH:31]=[C:30]([C:34]#[N:35])[N:29]=2)[C:19]2[CH:24]=[CH:23][C:22]([O:25][CH3:26])=[CH:21][CH:20]=2)[CH2:14][CH2:13]1)[CH3:11])(C)(C)C.CCN=C=NCCCN(C)C.C1C=CC2N(O)N=NC=2C=1.Cl.[C:59]([C:61]1[CH:69]=[C:68]([CH3:70])[C:64](C(O)=O)=[C:63]([CH3:71])[N:62]=1)#[N:60].CCN(C(C)C)C(C)C, predict the reaction product. The product is: [C:59]([C:61]1[CH:69]=[C:68]([CH3:70])[C:64]([C:6]([NH:7][CH2:8][CH2:9][C@H:10]([N:12]2[CH2:13][CH2:14][CH:15]([N:18]([CH2:27][C:28]3[CH:33]=[CH:32][CH:31]=[C:30]([C:34]#[N:35])[N:29]=3)[C:19]3[CH:24]=[CH:23][C:22]([O:25][CH3:26])=[CH:21][CH:20]=3)[CH2:16][CH2:17]2)[CH3:11])=[O:36])=[C:63]([CH3:71])[N:62]=1)#[N:60].